From a dataset of Reaction yield outcomes from USPTO patents with 853,638 reactions. Predict the reaction yield, written as a fraction of the theoretical maximum amount of product (1.0 means a 100% yield; for example, 0.34 means a 34% yield). The reactants are [Cl:1][C:2]1[N:7]=[C:6]([NH:8][C:9](=[O:14])[C:10]([CH3:13])([CH3:12])[CH3:11])[CH:5]=[CH:4][CH:3]=1.[Cl:15]N1C(=O)CCC1=O. The catalyst is C(Cl)(Cl)Cl. The product is [Cl:15][C:3]1[CH:4]=[CH:5][C:6]([NH:8][C:9](=[O:14])[C:10]([CH3:11])([CH3:13])[CH3:12])=[N:7][C:2]=1[Cl:1]. The yield is 0.660.